From a dataset of Forward reaction prediction with 1.9M reactions from USPTO patents (1976-2016). Predict the product of the given reaction. (1) Given the reactants C[O:2][C:3](=[O:40])[CH:4]([C:15]1[CH:20]=[CH:19][C:18]([CH:21]=[CH:22][C:23](=[O:39])[NH:24][C:25]2[CH:30]=[CH:29][CH:28]=[CH:27][C:26]=2[NH:31][C:32]([O:34][C:35]([CH3:38])([CH3:37])[CH3:36])=[O:33])=[CH:17][CH:16]=1)[N:5]1[CH2:9][CH2:8][CH:7]([N:10]([CH2:13][CH3:14])[CH2:11][CH3:12])[CH2:6]1.[Li+].[OH-], predict the reaction product. The product is: [C:35]([O:34][C:32]([NH:31][C:26]1[CH:27]=[CH:28][CH:29]=[CH:30][C:25]=1[NH:24][C:23](/[CH:22]=[CH:21]/[C:18]1[CH:17]=[CH:16][C:15]([CH:4]([N:5]2[CH2:9][CH2:8][CH:7]([N:10]([CH2:13][CH3:14])[CH2:11][CH3:12])[CH2:6]2)[C:3]([OH:40])=[O:2])=[CH:20][CH:19]=1)=[O:39])=[O:33])([CH3:36])([CH3:38])[CH3:37]. (2) The product is: [NH2:1][C:2]1[C:3]([F:10])=[CH:4][C:5]([C:6]#[N:7])=[CH:8][C:9]=1[Br:11]. Given the reactants [NH2:1][C:2]1[CH:9]=[CH:8][C:5]([C:6]#[N:7])=[CH:4][C:3]=1[F:10].[Br:11]Br, predict the reaction product.